This data is from Catalyst prediction with 721,799 reactions and 888 catalyst types from USPTO. The task is: Predict which catalyst facilitates the given reaction. Reactant: [CH2:1]([C:3]([C:28]1[CH:33]=[CH:32][C:31]([O:34][S:35]([C:38]([F:41])([F:40])[F:39])(=[O:37])=[O:36])=[C:30]([CH3:42])[CH:29]=1)([C:6]1[CH:11]=[CH:10][C:9](/[CH:12]=[CH:13]/[C:14]([O:23]COC)([C:19]([F:22])([F:21])[F:20])[C:15]([F:18])([F:17])[F:16])=[C:8]([CH3:27])[CH:7]=1)[CH2:4][CH3:5])[CH3:2].FC(F)(F)C(O)=O. Product: [CH2:1]([C:3]([C:28]1[CH:33]=[CH:32][C:31]([O:34][S:35]([C:38]([F:39])([F:40])[F:41])(=[O:37])=[O:36])=[C:30]([CH3:42])[CH:29]=1)([C:6]1[CH:11]=[CH:10][C:9](/[CH:12]=[CH:13]/[C:14]([OH:23])([C:19]([F:20])([F:21])[F:22])[C:15]([F:16])([F:17])[F:18])=[C:8]([CH3:27])[CH:7]=1)[CH2:4][CH3:5])[CH3:2]. The catalyst class is: 4.